From a dataset of Reaction yield outcomes from USPTO patents with 853,638 reactions. Predict the reaction yield, written as a fraction of the theoretical maximum amount of product (1.0 means a 100% yield; for example, 0.34 means a 34% yield). The catalyst is O.C(OCC)(=O)C. The reactants are [Cl-].O[NH3+:3].[C:4](=[O:7])([O-])[OH:5].[Na+].CS(C)=O.[OH:13][C:14]([CH3:53])([CH2:51][CH3:52])[CH2:15][O:16][C@H:17]1[CH2:22][CH2:21][C@H:20]([N:23]2[C:28](=[O:29])[C:27]([CH2:30][C:31]3[CH:36]=[CH:35][C:34]([C:37]4[C:38]([C:43]#[N:44])=[CH:39][CH:40]=[CH:41][CH:42]=4)=[CH:33][CH:32]=3)=[C:26]([CH2:45][CH2:46][CH3:47])[N:25]3[N:48]=[CH:49][N:50]=[C:24]23)[CH2:19][CH2:18]1. The product is [OH:13][C:14]([CH3:53])([CH2:51][CH3:52])[CH2:15][O:16][C@H:17]1[CH2:22][CH2:21][C@H:20]([N:23]2[C:28](=[O:29])[C:27]([CH2:30][C:31]3[CH:36]=[CH:35][C:34]([C:37]4[CH:42]=[CH:41][CH:40]=[CH:39][C:38]=4[C:43]4[NH:3][C:4](=[O:7])[O:5][N:44]=4)=[CH:33][CH:32]=3)=[C:26]([CH2:45][CH2:46][CH3:47])[N:25]3[N:48]=[CH:49][N:50]=[C:24]23)[CH2:19][CH2:18]1. The yield is 0.730.